Dataset: CYP2C19 inhibition data for predicting drug metabolism from PubChem BioAssay. Task: Regression/Classification. Given a drug SMILES string, predict its absorption, distribution, metabolism, or excretion properties. Task type varies by dataset: regression for continuous measurements (e.g., permeability, clearance, half-life) or binary classification for categorical outcomes (e.g., BBB penetration, CYP inhibition). Dataset: cyp2c19_veith. (1) The drug is C[C@@H]1NCCc2cc(O)c(O)cc21. The result is 0 (non-inhibitor). (2) The drug is CC(C)NC(=O)N1CCC2(CC1)CCN(C(=O)c1cc(C(F)(F)F)cc(C(F)(F)F)c1)CC2. The result is 0 (non-inhibitor). (3) The compound is N=C1SCC(=O)N1c1nc(-c2ccccc2)cs1. The result is 0 (non-inhibitor). (4) The molecule is O=C1CCCC=C1[C@@H](O)CCOC(c1ccccc1)(c1ccccc1)c1ccccc1. The result is 1 (inhibitor). (5) The drug is O=C(c1ccncc1)N1CCC2(CCN(Cc3cc(C(F)(F)F)cc(C(F)(F)F)c3)CC2)CC1. The result is 0 (non-inhibitor). (6) The drug is COC(=O)[C@@]1(Cc2ccccc2)[C@H]2c3cc(C(=O)N(C)C)n(Cc4ccccn4)c3C[C@H]2CN1C(=O)c1ccccc1. The result is 1 (inhibitor).